This data is from Forward reaction prediction with 1.9M reactions from USPTO patents (1976-2016). The task is: Predict the product of the given reaction. Given the reactants [Br:1][C:2]1[CH:25]=[CH:24][C:5]2[C:6]3[N:7]=[C:8]([C:14]4[N:15]([CH2:19][C:20](F)(F)F)[N:16]=[CH:17][N:18]=4)[S:9][C:10]=3[CH2:11][CH2:12][O:13][C:4]=2[CH:3]=1.BrC1C=CC2C3N=C(C(N)=O)SC=3CC[O:38]C=2C=1.N(CCO)N, predict the reaction product. The product is: [Br:1][C:2]1[CH:25]=[CH:24][C:5]2[C:6]3[N:7]=[C:8]([C:14]4[N:15]([CH2:19][CH2:20][OH:38])[N:16]=[CH:17][N:18]=4)[S:9][C:10]=3[CH2:11][CH2:12][O:13][C:4]=2[CH:3]=1.